This data is from Reaction yield outcomes from USPTO patents with 853,638 reactions. The task is: Predict the reaction yield, written as a fraction of the theoretical maximum amount of product (1.0 means a 100% yield; for example, 0.34 means a 34% yield). (1) The reactants are C1(S([N:10]2[C:18]3[C:13](=[CH:14][C:15]([CH2:19][CH3:20])=[CH:16][CH:17]=3)[CH2:12][CH2:11]2)(=O)=O)C=CC=CC=1.[OH-].[Na+]. The catalyst is Br. The product is [CH2:19]([C:15]1[CH:14]=[C:13]2[C:18](=[CH:17][CH:16]=1)[NH:10][CH2:11][CH2:12]2)[CH3:20]. The yield is 0.320. (2) The reactants are [Cl:1][C:2]1[CH:10]=[C:9]([Cl:11])[C:5]([C:6]([OH:8])=[O:7])=[C:4]([N+:12]([O-])=O)[C:3]=1[OH:15]. The catalyst is [Fe].C(O)(=O)C. The product is [NH2:12][C:4]1[C:3]([OH:15])=[C:2]([Cl:1])[CH:10]=[C:9]([Cl:11])[C:5]=1[C:6]([OH:8])=[O:7]. The yield is 0.940. (3) The reactants are [NH2:1][C:2]1[C:7]([N+:8]([O-:10])=[O:9])=[CH:6][CH:5]=[CH:4][C:3]=1[OH:11].[F:12][C:13]([F:24])([F:23])[C:14](O[C:14](=O)[C:13]([F:24])([F:23])[F:12])=O. The catalyst is C(Cl)Cl. The product is [N+:8]([C:7]1[C:2]2[N:1]=[C:14]([C:13]([F:24])([F:23])[F:12])[O:11][C:3]=2[CH:4]=[CH:5][CH:6]=1)([O-:10])=[O:9]. The yield is 0.720. (4) The reactants are [Br:1][C:2]1[C:15]2[C:6](=[C:7]3[C:12](=[C:13]([NH2:16])[N:14]=2)[CH:11]=[CH:10][CH:9]=[CH:8]3)[CH:5]=[CH:4][CH:3]=1.C(=O)(O)[O-].[Na+].Cl[CH2:23][CH:24]=O. The catalyst is CC(O)C. The product is [Br:1][C:2]1[C:15]2[N:14]3[CH:23]=[CH:24][N:16]=[C:13]3[C:12]3[CH:11]=[CH:10][CH:9]=[CH:8][C:7]=3[C:6]=2[CH:5]=[CH:4][CH:3]=1. The yield is 0.620. (5) The reactants are [F:1][C:2]([F:19])([F:18])[C:3]1[CH:8]=[CH:7][C:6]([O:9][C:10]2[CH:17]=[CH:16][C:13]([CH:14]=O)=[CH:12][CH:11]=2)=[CH:5][CH:4]=1.[H-].[Na+].[CH2:22]1COCC1. The catalyst is [Br-].C[P+](C1C=CC=CC=1)(C1C=CC=CC=1)C1C=CC=CC=1. The product is [CH:14]([C:13]1[CH:16]=[CH:17][C:10]([O:9][C:6]2[CH:7]=[CH:8][C:3]([C:2]([F:19])([F:18])[F:1])=[CH:4][CH:5]=2)=[CH:11][CH:12]=1)=[CH2:22]. The yield is 0.190. (6) The reactants are Cl[C:2]1[N:7]=[C:6]([NH:8][C:9]2[CH:18]=[CH:17][CH:16]=[CH:15][C:10]=2[C:11]([NH:13][CH3:14])=[O:12])[C:5]([Cl:19])=[CH:4][N:3]=1.[NH2:20][C:21]1[C:33]([O:34][CH3:35])=[CH:32][C:24]2[CH2:25][CH2:26][O:27][C:28](=[O:31])[N:29]([CH3:30])[C:23]=2[CH:22]=1. No catalyst specified. The product is [Cl:19][C:5]1[C:6]([NH:8][C:9]2[CH:18]=[CH:17][CH:16]=[CH:15][C:10]=2[C:11]([NH:13][CH3:14])=[O:12])=[N:7][C:2]([NH:20][C:21]2[C:33]([O:34][CH3:35])=[CH:32][C:24]3[CH2:25][CH2:26][O:27][C:28](=[O:31])[N:29]([CH3:30])[C:23]=3[CH:22]=2)=[N:3][CH:4]=1. The yield is 0.200.